This data is from NCI-60 drug combinations with 297,098 pairs across 59 cell lines. The task is: Regression. Given two drug SMILES strings and cell line genomic features, predict the synergy score measuring deviation from expected non-interaction effect. (1) Drug 1: COC1=CC(=CC(=C1O)OC)C2C3C(COC3=O)C(C4=CC5=C(C=C24)OCO5)OC6C(C(C7C(O6)COC(O7)C8=CC=CS8)O)O. Drug 2: C#CCC(CC1=CN=C2C(=N1)C(=NC(=N2)N)N)C3=CC=C(C=C3)C(=O)NC(CCC(=O)O)C(=O)O. Cell line: UO-31. Synergy scores: CSS=11.2, Synergy_ZIP=-4.25, Synergy_Bliss=-0.243, Synergy_Loewe=0.227, Synergy_HSA=-0.487. (2) Drug 1: C1CCC(C(C1)N)N.C(=O)(C(=O)[O-])[O-].[Pt+4]. Drug 2: C(CN)CNCCSP(=O)(O)O. Cell line: RXF 393. Synergy scores: CSS=9.63, Synergy_ZIP=-3.96, Synergy_Bliss=-1.29, Synergy_Loewe=-8.50, Synergy_HSA=-0.235. (3) Drug 1: CC12CCC3C(C1CCC2O)C(CC4=C3C=CC(=C4)O)CCCCCCCCCS(=O)CCCC(C(F)(F)F)(F)F. Drug 2: C(CC(=O)O)C(=O)CN.Cl. Cell line: UO-31. Synergy scores: CSS=2.02, Synergy_ZIP=-1.99, Synergy_Bliss=-3.05, Synergy_Loewe=-3.48, Synergy_HSA=-3.84. (4) Cell line: SK-MEL-28. Drug 1: C1CCC(CC1)NC(=O)N(CCCl)N=O. Drug 2: CCC1=C2CN3C(=CC4=C(C3=O)COC(=O)C4(CC)O)C2=NC5=C1C=C(C=C5)O. Synergy scores: CSS=14.0, Synergy_ZIP=-4.20, Synergy_Bliss=-5.16, Synergy_Loewe=-15.9, Synergy_HSA=-5.77. (5) Drug 1: C1=NC(=NC(=O)N1C2C(C(C(O2)CO)O)O)N. Drug 2: CN(C(=O)NC(C=O)C(C(C(CO)O)O)O)N=O. Cell line: EKVX. Synergy scores: CSS=-0.634, Synergy_ZIP=-0.538, Synergy_Bliss=-2.53, Synergy_Loewe=-3.67, Synergy_HSA=-3.60. (6) Drug 1: CS(=O)(=O)C1=CC(=C(C=C1)C(=O)NC2=CC(=C(C=C2)Cl)C3=CC=CC=N3)Cl. Drug 2: CC1=C(C(=CC=C1)Cl)NC(=O)C2=CN=C(S2)NC3=CC(=NC(=N3)C)N4CCN(CC4)CCO. Cell line: PC-3. Synergy scores: CSS=26.7, Synergy_ZIP=15.6, Synergy_Bliss=15.3, Synergy_Loewe=-6.62, Synergy_HSA=14.9. (7) Drug 1: C1=CN(C=N1)CC(O)(P(=O)(O)O)P(=O)(O)O. Drug 2: CCC1(C2=C(COC1=O)C(=O)N3CC4=CC5=C(C=CC(=C5CN(C)C)O)N=C4C3=C2)O.Cl. Cell line: HOP-62. Synergy scores: CSS=29.0, Synergy_ZIP=1.81, Synergy_Bliss=2.04, Synergy_Loewe=-37.6, Synergy_HSA=-0.0279.